This data is from Full USPTO retrosynthesis dataset with 1.9M reactions from patents (1976-2016). The task is: Predict the reactants needed to synthesize the given product. (1) Given the product [Cl:16][C:17]1[CH:25]=[C:24]([CH:23]=[C:22]([Cl:32])[C:18]=1[C:19]([N:1]1[C:9]2[CH:8]=[CH:7][N:6]=[C:5]([NH:10][C:11]([CH:13]3[CH2:14][CH2:15]3)=[O:12])[C:4]=2[CH:3]=[CH:2]1)=[O:20])[C:26]([NH:27][CH:28]([CH3:30])[CH3:29])=[O:31], predict the reactants needed to synthesize it. The reactants are: [NH:1]1[C:9]2[CH:8]=[CH:7][N:6]=[C:5]([NH:10][C:11]([CH:13]3[CH2:15][CH2:14]3)=[O:12])[C:4]=2[CH:3]=[CH:2]1.[Cl:16][C:17]1[CH:25]=[C:24]([C:26](=[O:31])[NH:27][CH:28]([CH3:30])[CH3:29])[CH:23]=[C:22]([Cl:32])[C:18]=1[C:19](O)=[O:20]. (2) Given the product [Cl:27][C:21]1[CH:20]=[C:19]([N:16]2[C:17]([CH3:18])=[C:13]([CH2:12][C:11]3[CH:33]=[CH:34][C:8]([C:6]([OH:7])=[O:5])=[CH:9][CH:10]=3)[C:14]([C:28]([O:30][CH2:31][CH3:32])=[O:29])=[N:15]2)[CH:24]=[CH:23][C:22]=1[C:25]#[N:26], predict the reactants needed to synthesize it. The reactants are: C([O:5][C:6]([C:8]1[CH:34]=[CH:33][C:11]([CH2:12][C:13]2[C:14]([C:28]([O:30][CH2:31][CH3:32])=[O:29])=[N:15][N:16]([C:19]3[CH:24]=[CH:23][C:22]([C:25]#[N:26])=[C:21]([Cl:27])[CH:20]=3)[C:17]=2[CH3:18])=[CH:10][CH:9]=1)=[O:7])(C)(C)C. (3) The reactants are: C[O:2][C:3](=O)[CH:4]=[CH:5][C:6](=[C:11]([NH:13][CH3:14])[CH3:12])[C:7]([O:9][CH3:10])=[O:8].C[O-].[Na+].[Br:19]N1C(=O)CCC1=O. Given the product [CH3:10][O:9][C:7]([C:6]1[CH:5]=[C:4]([Br:19])[C:3](=[O:2])[N:13]([CH3:14])[C:11]=1[CH3:12])=[O:8], predict the reactants needed to synthesize it. (4) Given the product [OH:1][CH2:5][CH2:4][CH2:3][C:2]([C:7]1[CH:12]=[CH:11][CH:10]=[CH:9][CH:8]=1)=[O:6], predict the reactants needed to synthesize it. The reactants are: [O:1]1[CH2:5][CH2:4][CH2:3][C:2]1=[O:6].[C:7]1([Li])[CH:12]=[CH:11][CH:10]=[CH:9][CH:8]=1. (5) Given the product [O:38]1[C:13]2[CH:14]=[CH:15][CH:27]=[CH:28][C:12]=2[N:11]=[C:10]1[N:9]([CH2:16][C:17]1[CH:25]=[CH:24][C:20]([C:21]([O:23][CH3:39])=[O:22])=[CH:19][CH:18]=1)[C:4]1[CH:5]=[CH:6][CH:7]=[CH:8][N:3]=1, predict the reactants needed to synthesize it. The reactants are: [H-].[Na+].[N:3]1[CH:8]=[CH:7][CH:6]=[CH:5][C:4]=1[N:9]([CH2:16][C:17]1[CH:25]=[CH:24][C:20]([C:21]([O-:23])=[O:22])=[CH:19][CH:18]=1)[C:10]1[CH:15]=[CH:14][CH:13]=[CH:12][N:11]=1.Br[CH2:27][C:28]1C=CC(C(OC)=O)=CC=1.[OH2:38].[CH3:39]N(C=O)C. (6) Given the product [CH3:12][O:10][C:9]([C:8]1[C:3]([NH2:2])=[N:4][CH:5]=[N:6][CH:7]=1)=[O:11], predict the reactants needed to synthesize it. The reactants are: Cl.[NH2:2][C:3]1[C:8]([C:9]([OH:11])=[O:10])=[CH:7][N:6]=[CH:5][N:4]=1.[CH2:12](Cl)CCl. (7) Given the product [CH2:1]([N:5]1[C:13]2[N:12]=[CH:11][N:10]([CH2:14][CH:15]=[CH2:16])[C:9]=2[C:8](=[O:17])[N:7]([CH3:19])[C:6]1=[O:18])[CH2:2][CH2:3][CH3:4], predict the reactants needed to synthesize it. The reactants are: [CH2:1]([N:5]1[C:13]2[N:12]=[CH:11][N:10]([CH2:14][CH:15]=[CH2:16])[C:9]=2[C:8](=[O:17])[NH:7][C:6]1=[O:18])[CH2:2][CH2:3][CH3:4].[C:19]([O-])([O-])=O.[Na+].[Na+].CI.C([O-])([O-])=O.[K+].[K+]. (8) Given the product [C:29]([O:40][CH2:41][C@H:42]([CH2:55][OH:56])[O:43][C:44](=[O:54])[CH2:45][CH2:46][CH2:47][CH2:48][CH2:49][CH2:50][CH2:51][CH2:52][CH3:53])(=[O:39])[CH2:30][CH2:31][CH2:32][CH2:33][CH2:34][CH2:35][CH2:36][CH2:37][CH3:38], predict the reactants needed to synthesize it. The reactants are: C(C(O)C(O)C(C(=O)CCCCCCCCC)O)(=O)CCCCCCCCC.[C:29]([O:40][CH2:41][C@H:42]([CH2:55][O:56]CC1C=CC=CC=1)[O:43][C:44](=[O:54])[CH2:45][CH2:46][CH2:47][CH2:48][CH2:49][CH2:50][CH2:51][CH2:52][CH3:53])(=[O:39])[CH2:30][CH2:31][CH2:32][CH2:33][CH2:34][CH2:35][CH2:36][CH2:37][CH3:38].